Dataset: Catalyst prediction with 721,799 reactions and 888 catalyst types from USPTO. Task: Predict which catalyst facilitates the given reaction. (1) Reactant: Cl.[NH2:2][OH:3].C(N(CC)CC)C.[Cl:11][C:12]1[CH:13]=[C:14]([C@@H:18]2[C@@H:23]([C:24]3[CH:29]=[CH:28][C:27]([Cl:30])=[CH:26][CH:25]=3)[N:22]([CH:31]([CH2:34][CH3:35])[CH2:32][CH3:33])[C:21](=[O:36])[C@:20]([CH2:38][C:39]#[N:40])([CH3:37])[CH2:19]2)[CH:15]=[CH:16][CH:17]=1. Product: [Cl:11][C:12]1[CH:13]=[C:14]([C@@H:18]2[C@@H:23]([C:24]3[CH:29]=[CH:28][C:27]([Cl:30])=[CH:26][CH:25]=3)[N:22]([CH:31]([CH2:34][CH3:35])[CH2:32][CH3:33])[C:21](=[O:36])[C@:20]([CH2:38][C:39](=[N:2][OH:3])[NH2:40])([CH3:37])[CH2:19]2)[CH:15]=[CH:16][CH:17]=1. The catalyst class is: 16. (2) Reactant: [NH2:1][C:2]1[CH:7]=[CH:6][CH:5]=[CH:4][C:3]=1[NH:8][C:9](=[O:22])[C:10]1[CH:15]=[CH:14][C:13]([C:16]#[C:17][Si](C)(C)C)=[CH:12][CH:11]=1.CCCC[N+](CCCC)(CCCC)CCCC.[F-].[NH4+].[Cl-]. Product: [NH2:1][C:2]1[CH:7]=[CH:6][CH:5]=[CH:4][C:3]=1[NH:8][C:9](=[O:22])[C:10]1[CH:15]=[CH:14][C:13]([C:16]#[CH:17])=[CH:12][CH:11]=1. The catalyst class is: 56. (3) Reactant: [CH3:1][O:2][C:3]1[CH:8]=[CH:7][C:6]([C:9]2([C:16]3[CH:21]=[CH:20][C:19]([O:22][CH3:23])=[C:18]([CH3:24])[CH:17]=3)C[CH:10]2[CH2:12][CH2:13][CH2:14][CH3:15])=[CH:5][C:4]=1[CH3:25].B(Br)(Br)Br. Product: [CH3:23][O:22][C:19]1[CH:20]=[CH:21][C:16]([C:9]([C:6]2[CH:7]=[CH:8][C:3]([O:2][CH3:1])=[C:4]([CH3:25])[CH:5]=2)=[CH:10][CH2:12][CH2:13][CH2:14][CH3:15])=[CH:17][C:18]=1[CH3:24]. The catalyst class is: 4.